This data is from Reaction yield outcomes from USPTO patents with 853,638 reactions. The task is: Predict the reaction yield, written as a fraction of the theoretical maximum amount of product (1.0 means a 100% yield; for example, 0.34 means a 34% yield). The reactants are C([NH:4][CH2:5][CH:6]1[CH2:10][CH2:9][N:8]([C:11]2[C:12]3[O:37][CH:36]=[CH:35][C:13]=3[N:14]=[C:15]([NH:17][C:18]3[CH:26]=[C:25]4[C:21]([C:22]([CH3:34])=[N:23][N:24]4C(OC(C)(C)C)=O)=[CH:20][CH:19]=3)[N:16]=2)[CH2:7]1)(=O)C.Cl.NCC1CCN(C(OC(C)(C)C)=O)C1.C(Cl)(=O)C.ClC1N=C(Cl)C2OC=CC=2N=1.Cl. The catalyst is CO. The product is [NH2:4][CH2:5][CH:6]1[CH2:10][CH2:9][N:8]([C:11]2[C:12]3[O:37][CH:36]=[CH:35][C:13]=3[N:14]=[C:15]([NH:17][C:18]3[CH:26]=[C:25]4[C:21]([C:22]([CH3:34])=[N:23][NH:24]4)=[CH:20][CH:19]=3)[N:16]=2)[CH2:7]1. The yield is 0.610.